Dataset: Catalyst prediction with 721,799 reactions and 888 catalyst types from USPTO. Task: Predict which catalyst facilitates the given reaction. (1) The catalyst class is: 10. Product: [Br:2][CH2:19][CH2:18][C:17]1[O:1][C:17]2[CH:18]=[CH:19][CH:20]=[CH:21][C:22]=2[CH:22]=1. Reactant: [OH2:1].[Br-:2].[Br-:2].[C:17]1(P([C:17]2[CH:22]=[CH:21][CH:20]=[CH:19][CH:18]=2)C2C=CC=CC=2)[CH:22]=[CH:21][CH:20]=[CH:19][CH:18]=1. (2) Reactant: [NH:1]1[C:9]2[C:4](=[CH:5][CH:6]=[CH:7][CH:8]=2)[C:3]([C:10](=[O:12])[CH3:11])=[N:2]1.C([O-])([O-])=O.[K+].[K+].Br[CH2:20][C:21]([O:23][C:24]([CH3:27])([CH3:26])[CH3:25])=[O:22]. Product: [C:10]([C:3]1[C:4]2[C:9](=[CH:8][CH:7]=[CH:6][CH:5]=2)[N:1]([CH2:20][C:21]([O:23][C:24]([CH3:27])([CH3:26])[CH3:25])=[O:22])[N:2]=1)(=[O:12])[CH3:11]. The catalyst class is: 23. (3) Reactant: C(N(CC)CC)C.[NH2:8][C:9]1[C:18]2[N:19]=[C:20]([CH2:31][O:32][CH2:33][CH3:34])[N:21]([CH2:22][C:23]([NH:26][S:27]([CH3:30])(=[O:29])=[O:28])([CH3:25])[CH3:24])[C:17]=2[C:16]2[CH:15]=[CH:14][CH:13]=[CH:12][C:11]=2[N:10]=1.Cl[C:36]([O:38][CH2:39][CH2:40][CH2:41]C)=[O:37]. Product: [CH2:33]([O:32][CH2:31][C:20]1[N:21]([CH2:22][C:23]([CH3:25])([NH:26][S:27]([CH3:30])(=[O:29])=[O:28])[CH3:24])[C:17]2[C:16]3[CH:15]=[CH:14][CH:13]=[CH:12][C:11]=3[N:10]=[C:9]([NH:8][C:36](=[O:37])[O:38][CH2:39][CH2:40][CH3:41])[C:18]=2[N:19]=1)[CH3:34]. The catalyst class is: 4. (4) Reactant: Cl.[N:2]1[CH:7]=[CH:6][C:5]([CH2:8][C:9]#[N:10])=[CH:4][CH:3]=1.[OH-].[K+].[CH2:13]([N:20]([CH2:24][CH2:25]Cl)[CH2:21][CH2:22]Cl)[C:14]1[CH:19]=[CH:18][CH:17]=[CH:16][CH:15]=1.C1OCCOCCOCCOCCOCCOC1. Product: [CH2:13]([N:20]1[CH2:24][CH2:25][C:8]([C:5]2[CH:6]=[CH:7][N:2]=[CH:3][CH:4]=2)([C:9]#[N:10])[CH2:22][CH2:21]1)[C:14]1[CH:19]=[CH:18][CH:17]=[CH:16][CH:15]=1. The catalyst class is: 11. (5) Reactant: [F:1][C:2]1[CH:9]=[C:8]([OH:10])[CH:7]=[CH:6][C:3]=1[CH:4]=[O:5].[CH2:11](Br)[C:12]1[CH:17]=[CH:16][CH:15]=[CH:14][CH:13]=1.C(=O)([O-])[O-].[K+].[K+]. Product: [CH2:11]([O:10][C:8]1[CH:7]=[CH:6][C:3]([CH:4]=[O:5])=[C:2]([F:1])[CH:9]=1)[C:12]1[CH:17]=[CH:16][CH:15]=[CH:14][CH:13]=1. The catalyst class is: 3. (6) Reactant: [C:1]([O:5][C:6](=[O:15])[NH:7][C:8]1[CH:13]=[CH:12][CH:11]=[CH:10][C:9]=1[F:14])([CH3:4])([CH3:3])[CH3:2].C([Li])(C)(C)C.[I:21]I.[Cl-].[NH4+]. Product: [C:1]([O:5][C:6](=[O:15])[NH:7][C:8]1[C:13]([I:21])=[CH:12][CH:11]=[CH:10][C:9]=1[F:14])([CH3:4])([CH3:2])[CH3:3]. The catalyst class is: 1.